Dataset: Forward reaction prediction with 1.9M reactions from USPTO patents (1976-2016). Task: Predict the product of the given reaction. (1) Given the reactants [NH2:1][C:2]1[C:12]([N+:13]([O-])=O)=[CH:11][C:5]([C:6]([O:8][CH2:9][CH3:10])=[O:7])=[C:4]([O:16][CH2:17][CH3:18])[CH:3]=1, predict the reaction product. The product is: [NH2:1][C:2]1[C:12]([NH2:13])=[CH:11][C:5]([C:6]([O:8][CH2:9][CH3:10])=[O:7])=[C:4]([O:16][CH2:17][CH3:18])[CH:3]=1. (2) Given the reactants [N+:1]([C:4]1[C:5]([CH:14]=[O:15])=[CH:6][CH:7]=[C:8]2[C:13]=1[N:12]=[CH:11][CH:10]=[CH:9]2)([O-:3])=[O:2].Br[Mg][C:18]1[CH:23]=[CH:22][CH:21]=[CH:20][CH:19]=1, predict the reaction product. The product is: [N+:1]([C:4]1[C:5]([CH:14]([C:18]2[CH:23]=[CH:22][CH:21]=[CH:20][CH:19]=2)[OH:15])=[CH:6][CH:7]=[C:8]2[C:13]=1[N:12]=[CH:11][CH:10]=[CH:9]2)([O-:3])=[O:2]. (3) Given the reactants C(NC(C)C)(C)C.[Li]CCCC.[CH:13]1([C:19]#[N:20])[CH2:18][CH2:17][CH2:16][CH2:15][CH2:14]1.[CH3:21][C:22]([CH3:24])=[O:23], predict the reaction product. The product is: [OH:23][C:22]([C:13]1([C:19]#[N:20])[CH2:18][CH2:17][CH2:16][CH2:15][CH2:14]1)([CH3:24])[CH3:21].